This data is from Peptide-MHC class II binding affinity with 134,281 pairs from IEDB. The task is: Regression. Given a peptide amino acid sequence and an MHC pseudo amino acid sequence, predict their binding affinity value. This is MHC class II binding data. (1) The peptide sequence is EAIIRILQQLLFIHFRIGCQHSR. The MHC is DRB1_1302 with pseudo-sequence DRB1_1302. The binding affinity (normalized) is 0.213. (2) The peptide sequence is TATELNNALQNLART. The MHC is DRB1_1302 with pseudo-sequence DRB1_1302. The binding affinity (normalized) is 0.166. (3) The peptide sequence is EKKYFARTQFEPLAA. The MHC is HLA-DPA10201-DPB11401 with pseudo-sequence HLA-DPA10201-DPB11401. The binding affinity (normalized) is 0.714. (4) The peptide sequence is DVCGMFTNRSGSQQWR. The MHC is DRB1_0301 with pseudo-sequence DRB1_0301. The binding affinity (normalized) is 0.0872. (5) The peptide sequence is SGGFSTTVSTEQNVP. The MHC is DRB1_0101 with pseudo-sequence DRB1_0101. The binding affinity (normalized) is 0.220. (6) The peptide sequence is TPTNASHIQSAVVCG. The MHC is DRB5_0101 with pseudo-sequence DRB5_0101. The binding affinity (normalized) is 0.0914. (7) The peptide sequence is NKHIDAYKTFPPTEP. The MHC is DRB1_0101 with pseudo-sequence DRB1_0101. The binding affinity (normalized) is 0.444. (8) The peptide sequence is GTGSLVITASMSGHI. The MHC is DRB1_0404 with pseudo-sequence DRB1_0404. The binding affinity (normalized) is 0.813. (9) The peptide sequence is GDSYIIVGRGDSRLT. The binding affinity (normalized) is 0.549. The MHC is DRB1_0901 with pseudo-sequence DRB1_0901.